Dataset: Full USPTO retrosynthesis dataset with 1.9M reactions from patents (1976-2016). Task: Predict the reactants needed to synthesize the given product. (1) Given the product [Cl:1][C:2]1[CH:3]=[C:4]([C:8]2[N:9]=[C:10]([N:16]3[C:20]4[CH:21]=[C:22]([O:25][CH2:34][CH2:33][CH2:32][N:26]5[CH2:31][CH2:30][O:29][CH2:28][CH2:27]5)[CH:23]=[CH:24][C:19]=4[N:18]=[CH:17]3)[S:11][C:12]=2[C:13]([NH2:15])=[O:14])[CH:5]=[CH:6][CH:7]=1, predict the reactants needed to synthesize it. The reactants are: [Cl:1][C:2]1[CH:3]=[C:4]([C:8]2[N:9]=[C:10]([N:16]3[C:20]4[CH:21]=[C:22]([OH:25])[CH:23]=[CH:24][C:19]=4[N:18]=[CH:17]3)[S:11][C:12]=2[C:13]([NH2:15])=[O:14])[CH:5]=[CH:6][CH:7]=1.[N:26]1([CH2:32][CH2:33][CH2:34]OS(C2C=CC(C)=CC=2)(=O)=O)[CH2:31][CH2:30][O:29][CH2:28][CH2:27]1.C(=O)([O-])[O-].[Cs+].[Cs+]. (2) Given the product [CH2:28]([N:30]([C:34]1([C:40]#[C:41][C:16]2[CH:15]=[CH:14][C:13]3[C:9]([C:6]4[CH:5]=[CH:4][C:3]([C:2]([F:26])([F:27])[F:1])=[CH:8][CH:7]=4)=[N:10][S:11][C:12]=3[CH:17]=2)[CH2:39][CH2:38][CH2:37][CH2:36][CH2:35]1)[CH2:31][CH2:32][OH:33])[CH3:29], predict the reactants needed to synthesize it. The reactants are: [F:1][C:2]([F:27])([F:26])[C:3]1[CH:8]=[CH:7][C:6]([C:9]2[C:13]3[CH:14]=[CH:15][C:16](OS(C(F)(F)F)(=O)=O)=[CH:17][C:12]=3[S:11][N:10]=2)=[CH:5][CH:4]=1.[CH2:28]([N:30]([C:34]1([C:40]#[CH:41])[CH2:39][CH2:38][CH2:37][CH2:36][CH2:35]1)[CH2:31][CH2:32][OH:33])[CH3:29]. (3) Given the product [O:1]=[C:2]1[C:6]2([CH2:10][CH2:9][CH2:8][CH2:7]2)[CH2:5][N:4]([C:11]([O:13][C:14]([CH3:17])([CH3:16])[CH3:15])=[O:12])[CH2:3]1, predict the reactants needed to synthesize it. The reactants are: [OH:1][CH:2]1[C:6]2([CH2:10][CH2:9][CH2:8][CH2:7]2)[CH2:5][N:4]([C:11]([O:13][C:14]([CH3:17])([CH3:16])[CH3:15])=[O:12])[CH2:3]1.C1C=C[NH+]=CC=1.[O-][Cr](Cl)(=O)=O. (4) Given the product [O:25]1[C:26]2[CH:32]=[CH:31][CH:30]=[CH:29][C:27]=2[N:28]=[C:24]1[NH:23][C:10](=[O:12])[CH:9]([C:13]1[CH:18]=[CH:17][CH:16]=[C:15]([S:19]([CH3:22])(=[O:21])=[O:20])[CH:14]=1)[CH2:8][C:5]1[CH:4]=[CH:3][C:2]([F:1])=[CH:7][CH:6]=1, predict the reactants needed to synthesize it. The reactants are: [F:1][C:2]1[CH:7]=[CH:6][C:5]([CH2:8][CH:9]([C:13]2[CH:18]=[CH:17][CH:16]=[C:15]([S:19]([CH3:22])(=[O:21])=[O:20])[CH:14]=2)[C:10]([OH:12])=O)=[CH:4][CH:3]=1.[NH2:23][C:24]1[O:25][C:26]2[CH:32]=[CH:31][CH:30]=[CH:29][C:27]=2[N:28]=1.CCN=C=NCCCN(C)C.Cl. (5) Given the product [CH3:17][O:18][CH2:19][CH2:20][NH:21][CH2:10][C:7]1[CH:8]=[CH:9][C:4]([C:3]([O:2][CH3:1])=[O:16])=[CH:5][C:6]=1[C:12]([F:15])([F:14])[F:13], predict the reactants needed to synthesize it. The reactants are: [CH3:1][O:2][C:3](=[O:16])[C:4]1[CH:9]=[CH:8][C:7]([CH2:10]Br)=[C:6]([C:12]([F:15])([F:14])[F:13])[CH:5]=1.[CH3:17][O:18][CH2:19][CH2:20][NH2:21]. (6) Given the product [F:1][C:2]([F:14])([F:15])[C:3]1[CH:4]=[C:5]([N:6]2[CH:20]=[CH:21][C:22]([CH:18]=[O:17])=[CH:23]2)[CH:7]=[C:8]([C:10]([F:11])([F:12])[F:13])[CH:9]=1, predict the reactants needed to synthesize it. The reactants are: [F:1][C:2]([F:15])([F:14])[C:3]1[CH:4]=[C:5]([CH:7]=[C:8]([C:10]([F:13])([F:12])[F:11])[CH:9]=1)[NH2:6].C[O:17][CH:18]1[CH:22]([CH:23]=O)[CH2:21][CH:20](OC)O1.